Dataset: CYP3A4 inhibition data for predicting drug metabolism from PubChem BioAssay. Task: Regression/Classification. Given a drug SMILES string, predict its absorption, distribution, metabolism, or excretion properties. Task type varies by dataset: regression for continuous measurements (e.g., permeability, clearance, half-life) or binary classification for categorical outcomes (e.g., BBB penetration, CYP inhibition). Dataset: cyp3a4_veith. (1) The drug is C[C@H]1C2=C3C(CC[C@H]4C(OCc5ccc(F)cc5C(F)(F)F)OC[C@](C)([C@@H]34)N(C(=O)OC(C)(C)C)C2)C(CO)C1CO. The result is 1 (inhibitor). (2) The drug is NNC(=O)c1cc2c(s1)CCCCCC2. The result is 1 (inhibitor). (3) The compound is Cc1cccc(NC(=O)c2ccc(Cn3cc(C(F)(F)F)ccc3=O)cc2)c1. The result is 1 (inhibitor). (4) The molecule is Cc1nc2cnc(N3CCOCC3)nc2n(CCC#N)c1=O. The result is 0 (non-inhibitor). (5) The molecule is Cc1cc(C)c(C(N)=O)c(NC(=O)Nc2ccccc2)n1. The result is 0 (non-inhibitor). (6) The result is 1 (inhibitor). The compound is CCC(C)(C)N=C(NC#N)Nc1cccnc1. (7) The compound is C=CCN1C[C@H](C)N([C@H](c2ccc(C(=O)N(CC)CC)cc2)c2cccc(O)c2)C[C@H]1C. The result is 1 (inhibitor).